This data is from Experimentally validated miRNA-target interactions with 360,000+ pairs, plus equal number of negative samples. The task is: Binary Classification. Given a miRNA mature sequence and a target amino acid sequence, predict their likelihood of interaction. (1) The miRNA is mmu-miR-344g-5p with sequence AGUCAGGCUCCUGGCAGGAGU. The protein sequence of the target gene is MGDEMDAMIPEREMKDFQFRALKKVRIFDSPEELPKERSSLLAVSNKYGLVFAGGASGLQIFPTKNLLIQNKPGDDPNKIVDKVQGLLVPMKFPIHHLALSCDNLTLSACMMSSEYGSIIAFFDVRTFSNEAKQQKRPFAYHKLLKDAGGMVIDMKWNPTVPSMVAVCLADGSIAVLQVTETVKVCATLPSTVAVTSVCWSPKGKQLAVGKQNGTVVQYLPTLQEKKVIPCPPFYESDHPVRVLDVLWIGTYVFAIVYAAADGTLETSPDVVMALLPKKEEKHPEIFVNFMEPCYGSCTE.... Result: 0 (no interaction). (2) The miRNA is hsa-miR-26b-5p with sequence UUCAAGUAAUUCAGGAUAGGU. The protein sequence of the target gene is MADIKTGIFAKNVQKRLNRAQEKVLQKLGKADETKDEQFEEYVQNFKRQEAEGTRLQRELRGYLAAIKGMQEASMKLTESLHEVYEPDWYGREDVKMVGEKCDVLWEDFHQKLVDGSLLTLDTYLGQFPDIKNRIAKRSRKLVDYDSARHHLEALQSSKRKDESRISKAEEEFQKAQKVFEEFNVDLQEELPSLWSSRVGFYVNTFKNVSSLEAKFHKEIAVLCHKLYEVMTKLGDQHADKAFSIQGAPSDSGPLRIAKTPSPPEEPSPLPSPTASPNHTLAPASPAPVRPRSPSQTRKG.... Result: 0 (no interaction). (3) The miRNA is hsa-miR-4773 with sequence CAGAACAGGAGCAUAGAAAGGC. The protein sequence of the target gene is MWAFPELPLPLPLLVNLIGSLLGFVATVTLIPAFRSHFIAARLCGQDLNKLSQQQIPESQGVISGAVFLIILFCFIPFPFLNCFVEEQCKAFPHHEFVALIGALLAICCMIFLGFADDVLNLRWRHKLLLPTAASLPLLMVYFTNFGNTTIVVPKPFRWILGLHLDLGILYYVYMGLLAVFCTNAINILAGINGLEAGQSLVISASIIVFNLVELEGDYRDDHIFSLYFMIPFFFTTLGLLYHNWYPSRVFVGDTFCYFAGMTFAVVGILGHFSKTMLLFFMPQVFNFLYSLPQLFHIIP.... Result: 0 (no interaction).